Dataset: Volume of distribution at steady state (VDss) regression data from Lombardo et al.. Task: Regression/Classification. Given a drug SMILES string, predict its absorption, distribution, metabolism, or excretion properties. Task type varies by dataset: regression for continuous measurements (e.g., permeability, clearance, half-life) or binary classification for categorical outcomes (e.g., BBB penetration, CYP inhibition). For this dataset (vdss_lombardo), we predict log10(VDss) (log10 of volume of distribution in L/kg). The compound is COC(=O)C1=C(C)NC(C)=C(C(=O)OCCN(C)Cc2ccccc2)C1c1cccc([N+](=O)[O-])c1. The log10(VDss) is 0.